This data is from Full USPTO retrosynthesis dataset with 1.9M reactions from patents (1976-2016). The task is: Predict the reactants needed to synthesize the given product. (1) Given the product [C:23]([O:22][C:20]([C:19]1[CH:27]=[CH:28][C:16]([N:15]([CH3:14])[C:7]([NH:6][C:4](=[O:5])[C:3]2[C:2]([F:1])=[CH:12][CH:11]=[CH:10][C:9]=2[F:13])=[O:8])=[CH:17][CH:18]=1)=[O:21])([CH3:26])([CH3:25])[CH3:24], predict the reactants needed to synthesize it. The reactants are: [F:1][C:2]1[CH:12]=[CH:11][CH:10]=[C:9]([F:13])[C:3]=1[C:4]([N:6]=[C:7]=[O:8])=[O:5].[CH3:14][NH:15][C:16]1[CH:28]=[CH:27][C:19]([C:20]([O:22][C:23]([CH3:26])([CH3:25])[CH3:24])=[O:21])=[CH:18][CH:17]=1.CCCCCC. (2) Given the product [F:1][C:2]1[C:3]([OH:31])=[C:4]([C:5]2[N:17]([CH2:18][CH2:19][C:20]3[CH:25]=[CH:24][CH:23]=[CH:22][CH:21]=3)[C:15](=[O:16])[C:9]([CH2:10][CH2:11][CH:12]([CH3:14])[CH3:13])=[C:8]([CH3:27])[N:7]=2)[CH:28]=[CH:29][CH:30]=1, predict the reactants needed to synthesize it. The reactants are: [F:1][C:2]1[C:3]([OH:31])=[C:4]([CH:28]=[CH:29][CH:30]=1)[C:5]([NH:7]/[C:8](/[CH3:27])=[C:9](\[C:15]([NH:17][CH2:18][CH2:19][C:20]1[CH:25]=[CH:24][CH:23]=[C:22](F)[CH:21]=1)=[O:16])/[CH2:10][CH2:11][CH:12]([CH3:14])[CH3:13])=O.[OH-].[Na+].Cl.